The task is: Predict the reactants needed to synthesize the given product.. This data is from Full USPTO retrosynthesis dataset with 1.9M reactions from patents (1976-2016). (1) Given the product [NH2:1][C@H:4]1[C@@H:8]([O:9][CH3:10])[CH2:7][N:6]([C:11]([O:13][CH2:14][C:15]2[CH:20]=[CH:19][CH:18]=[CH:17][CH:16]=2)=[O:12])[CH2:5]1, predict the reactants needed to synthesize it. The reactants are: [N:1]([C@H:4]1[C@@H:8]([O:9][CH3:10])[CH2:7][N:6]([C:11]([O:13][CH2:14][C:15]2[CH:20]=[CH:19][CH:18]=[CH:17][CH:16]=2)=[O:12])[CH2:5]1)=[N+]=[N-].C(=O)=O. (2) Given the product [NH:25]([N:37]1[C:38]2[C:39](=[CH:6][CH:7]=[CH:8][CH:40]=2)[CH2:43][CH2:41]1)[C:20]1[CH:21]=[CH:22][CH:23]=[CH:24][CH:2]=1, predict the reactants needed to synthesize it. The reactants are: Br[CH2:2]C(Cl)=O.[C:6](Cl)(=O)[CH:7]=[CH2:8].CN(C(ON1N=N[C:21]2[CH:22]=[CH:23][CH:24]=[N:25][C:20]1=2)=[N+](C)C)C.F[P-](F)(F)(F)(F)F.CC[N:37]([CH:41]([CH3:43])C)[CH:38]([CH3:40])[CH3:39].N(C)C. (3) Given the product [Br:7][C:6]1[C:2]([C:37]#[C:36][Si:33]([CH3:35])([CH3:34])[CH3:32])=[CH:3][Se:4][CH:5]=1, predict the reactants needed to synthesize it. The reactants are: Br[C:2]1[C:6]([Br:7])=[CH:5][Se:4][CH:3]=1.C1(P(C2C=CC=CC=2)C2C=CC=CC=2)C=CC=CC=1.C(NCC)C.[CH3:32][Si:33]([C:36]#[CH:37])([CH3:35])[CH3:34]. (4) Given the product [CH:1]1([CH2:4][O:5][CH:6]2[CH2:11][CH2:10][N:9]([CH2:13][CH2:14][CH2:15][N:16]3[C:21]4[C:22]([F:27])=[C:23]([F:26])[CH:24]=[CH:25][C:20]=4[O:19][CH2:18][C:17]3=[O:28])[CH2:8][CH2:7]2)[CH2:2][CH2:3]1, predict the reactants needed to synthesize it. The reactants are: [CH:1]1([CH2:4][O:5][CH:6]2[CH2:11][CH2:10][NH:9][CH2:8][CH2:7]2)[CH2:3][CH2:2]1.Cl[CH2:13][CH2:14][CH2:15][N:16]1[C:21]2[C:22]([F:27])=[C:23]([F:26])[CH:24]=[CH:25][C:20]=2[O:19][CH2:18][C:17]1=[O:28].C([O-])([O-])=O.[K+].[K+].